This data is from Buchwald-Hartwig C-N cross coupling reaction yields with 55,370 reactions. The task is: Predict the reaction yield, written as a fraction of the theoretical maximum amount of product (1.0 means a 100% yield; for example, 0.34 means a 34% yield). (1) The reactants are CCc1ccc(I)cc1.Cc1ccc(N)cc1.O=S(=O)(O[Pd]1c2ccccc2-c2ccccc2N~1)C(F)(F)F.COc1ccc(OC)c(P(C(C)(C)C)C(C)(C)C)c1-c1c(C(C)C)cc(C(C)C)cc1C(C)C.CN1CCCN2CCCN=C12.Cc1cc(-c2ccccc2)on1. No catalyst specified. The product is CCc1ccc(Nc2ccc(C)cc2)cc1. The yield is 0.718. (2) The reactants are CCc1ccc(Br)cc1.Cc1ccc(N)cc1.O=S(=O)(O[Pd]1c2ccccc2-c2ccccc2N~1)C(F)(F)F.CC(C)c1cc(C(C)C)c(-c2ccccc2P(C(C)(C)C)C(C)(C)C)c(C(C)C)c1.CN(C)C(=NC(C)(C)C)N(C)C.c1ccc(-c2cnoc2)cc1. No catalyst specified. The product is CCc1ccc(Nc2ccc(C)cc2)cc1. The yield is 0.733. (3) The product is CCc1ccc(Nc2ccc(C)cc2)cc1. No catalyst specified. The reactants are CCc1ccc(Br)cc1.Cc1ccc(N)cc1.O=S(=O)(O[Pd]1c2ccccc2-c2ccccc2N~1)C(F)(F)F.CC(C)c1cc(C(C)C)c(-c2ccccc2P(C(C)(C)C)C(C)(C)C)c(C(C)C)c1.CCN=P(N=P(N(C)C)(N(C)C)N(C)C)(N(C)C)N(C)C.COC(=O)c1cc(-c2ccco2)on1. The yield is 0.656. (4) The reactants are Clc1cccnc1.Cc1ccc(N)cc1.O=S(=O)(O[Pd]1c2ccccc2-c2ccccc2N~1)C(F)(F)F.CC(C)c1cc(C(C)C)c(-c2ccccc2P(C(C)(C)C)C(C)(C)C)c(C(C)C)c1.CN(C)C(=NC(C)(C)C)N(C)C.CCOC(=O)c1cc(OC)no1. No catalyst specified. The product is Cc1ccc(Nc2cccnc2)cc1. The yield is 0.213. (5) The reactants are COc1ccc(Br)cc1.Cc1ccc(N)cc1.O=S(=O)(O[Pd]1c2ccccc2-c2ccccc2N~1)C(F)(F)F.CC(C)c1cc(C(C)C)c(-c2ccccc2P(C2CCCCC2)C2CCCCC2)c(C(C)C)c1.CN1CCCN2CCCN=C12.Cc1ccno1. No catalyst specified. The product is COc1ccc(Nc2ccc(C)cc2)cc1. The yield is 0.0406. (6) No catalyst specified. The yield is 0.434. The product is Cc1ccc(Nc2ccccn2)cc1. The reactants are Ic1ccccn1.Cc1ccc(N)cc1.O=S(=O)(O[Pd]1c2ccccc2-c2ccccc2N~1)C(F)(F)F.CC(C)c1cc(C(C)C)c(-c2ccccc2P(C2CCCCC2)C2CCCCC2)c(C(C)C)c1.CN(C)C(=NC(C)(C)C)N(C)C.Cc1ccno1. (7) The reactants are Brc1ccccn1.Cc1ccc(N)cc1.O=S(=O)(O[Pd]1c2ccccc2-c2ccccc2N~1)C(F)(F)F.COc1ccc(OC)c(P([C@]23C[C@H]4C[C@H](C[C@H](C4)C2)C3)[C@]23C[C@H]4C[C@H](C[C@H](C4)C2)C3)c1-c1c(C(C)C)cc(C(C)C)cc1C(C)C.CN1CCCN2CCCN=C12.c1ccc(-c2cnoc2)cc1. No catalyst specified. The product is Cc1ccc(Nc2ccccn2)cc1. The yield is 0.593.